Dataset: Peptide-MHC class II binding affinity with 134,281 pairs from IEDB. Task: Regression. Given a peptide amino acid sequence and an MHC pseudo amino acid sequence, predict their binding affinity value. This is MHC class II binding data. (1) The peptide sequence is LESDMIIPKSLAGPI. The MHC is DRB1_0101 with pseudo-sequence DRB1_0101. The binding affinity (normalized) is 0.319. (2) The peptide sequence is SDKFLANVSTVLTGK. The MHC is DRB1_1302 with pseudo-sequence DRB1_1302. The binding affinity (normalized) is 0.815.